Dataset: Full USPTO retrosynthesis dataset with 1.9M reactions from patents (1976-2016). Task: Predict the reactants needed to synthesize the given product. Given the product [CH:17]1([C:20]2[NH:21][C:22]([C:25]3[O:16][C:3]4[CH:4]=[C:5]([C:8]5[CH:9]=[N:10][CH:11]=[C:12]([O:14][CH3:15])[CH:13]=5)[CH:6]=[CH:7][C:2]=4[N:1]=3)=[CH:23][N:24]=2)[CH2:19][CH2:18]1, predict the reactants needed to synthesize it. The reactants are: [NH2:1][C:2]1[CH:7]=[CH:6][C:5]([C:8]2[CH:9]=[N:10][CH:11]=[C:12]([O:14][CH3:15])[CH:13]=2)=[CH:4][C:3]=1[OH:16].[CH:17]1([C:20]2[NH:21][C:22]([C:25](F)(F)F)=[CH:23][N:24]=2)[CH2:19][CH2:18]1.[OH-].[Na+].